Dataset: Full USPTO retrosynthesis dataset with 1.9M reactions from patents (1976-2016). Task: Predict the reactants needed to synthesize the given product. (1) Given the product [NH2:26][C:9]1[C:10](=[O:25])[C:11]2[C:16](=[CH:15][C:14]([N:17]3[CH2:22][CH2:21][N:20]([CH3:23])[CH2:19][CH2:18]3)=[C:13]([F:24])[CH:12]=2)[N:7]([CH2:6][C:5]2[CH:29]=[CH:30][C:2]([Cl:1])=[CH:3][CH:4]=2)[CH:8]=1, predict the reactants needed to synthesize it. The reactants are: [Cl:1][C:2]1[CH:30]=[CH:29][C:5]([CH2:6][N:7]2[C:16]3[C:11](=[CH:12][C:13]([F:24])=[C:14]([N:17]4[CH2:22][CH2:21][N:20]([CH3:23])[CH2:19][CH2:18]4)[CH:15]=3)[C:10](=[O:25])[C:9]([N+:26]([O-])=O)=[CH:8]2)=[CH:4][CH:3]=1.O.O.Cl[Sn]Cl. (2) Given the product [CH3:9][O:8][C:5]1[CH:6]=[CH:7][C:2]([C:1]([Cl:14])=[O:11])=[CH:3][CH:4]=1, predict the reactants needed to synthesize it. The reactants are: [C:1]([OH:11])(=O)[C:2]1[CH:7]=[CH:6][C:5]([O:8][CH3:9])=[CH:4][CH:3]=1.S(Cl)([Cl:14])=O. (3) Given the product [N:9]1[CH:14]=[CH:13][CH:12]=[C:11](/[CH:15]=[CH:16]/[CH2:17][OH:18])[CH:10]=1, predict the reactants needed to synthesize it. The reactants are: ClC(OCC(C)C)=O.[N:9]1[CH:14]=[CH:13][CH:12]=[C:11](/[CH:15]=[CH:16]/[C:17](O)=[O:18])[CH:10]=1.CN1CCOCC1.[BH4-].[Na+]. (4) Given the product [F:15][CH2:16][C:17]1[N:18]([C:23]2[C:32]3[CH2:31][CH2:30][CH2:29][CH2:28][C:27]=3[C:26]([CH3:33])=[CH:25][CH:24]=2)[C:19]([S:22][CH2:9][C:10]([O:12][CH2:13][CH3:14])=[O:11])=[N:20][N:21]=1, predict the reactants needed to synthesize it. The reactants are: C(N(CC)CC)C.Br[CH2:9][C:10]([O:12][CH2:13][CH3:14])=[O:11].[F:15][CH2:16][C:17]1[N:18]([C:23]2[C:32]3[CH2:31][CH2:30][CH2:29][CH2:28][C:27]=3[C:26]([CH3:33])=[CH:25][CH:24]=2)[C:19]([SH:22])=[N:20][N:21]=1. (5) Given the product [OH:43][CH:42]([C:44]1[CH:49]=[CH:48][C:47]([C:50]2[N:54]=[C:53]([C:55]3[C:59]([CH2:60][CH2:61][CH3:62])=[C:58]([C:63]4[CH:64]=[CH:65][CH:66]=[CH:67][CH:68]=4)[O:57][N:56]=3)[O:52][N:51]=2)=[CH:46][CH:45]=1)[CH2:41][N:1]1[CH2:6][CH2:5][CH2:4][C@H:3]([CH2:7][C:8]([OH:10])=[O:9])[CH2:2]1, predict the reactants needed to synthesize it. The reactants are: [NH:1]1[CH2:6][CH2:5][CH2:4][C@H:3]([CH2:7][C:8]([O:10]C(C)(C)C)=[O:9])[CH2:2]1.Cl.O1CCOCC1.[OH-].C([N+](CCCC)(CCCC)CCCC)CCC.Br[CH2:41][CH:42]([C:44]1[CH:49]=[CH:48][C:47]([C:50]2[N:54]=[C:53]([C:55]3[C:59]([CH2:60][CH2:61][CH3:62])=[C:58]([C:63]4[CH:68]=[CH:67][CH:66]=[CH:65][CH:64]=4)[O:57][N:56]=3)[O:52][N:51]=2)=[CH:46][CH:45]=1)[OH:43]. (6) Given the product [CH3:22][N:21]1[C:14]2[C:13]([O:11][CH2:10][C:6]3[CH:5]=[C:4]([CH:9]=[CH:8][CH:7]=3)[NH2:3])=[N:18][CH:17]=[N:16][C:15]=2[CH:19]=[CH:20]1, predict the reactants needed to synthesize it. The reactants are: [H-].[Na+].[NH2:3][C:4]1[CH:5]=[C:6]([CH2:10][OH:11])[CH:7]=[CH:8][CH:9]=1.Cl[C:13]1[C:14]2[N:21]([CH3:22])[CH:20]=[CH:19][C:15]=2[N:16]=[CH:17][N:18]=1. (7) Given the product [CH3:1][O:2][C:3]1[CH:4]=[CH:5][C:6]([N+:11]([O-:13])=[O:12])=[C:7]([CH:8]2[O:16][CH2:17][CH2:18][O:9]2)[CH:10]=1, predict the reactants needed to synthesize it. The reactants are: [CH3:1][O:2][C:3]1[CH:4]=[CH:5][C:6]([N+:11]([O-:13])=[O:12])=[C:7]([CH:10]=1)[CH:8]=[O:9].C[Si](C)(C)[O:16][CH2:17][CH2:18]O[Si](C)(C)C.C(Cl)Cl.